From a dataset of Forward reaction prediction with 1.9M reactions from USPTO patents (1976-2016). Predict the product of the given reaction. (1) Given the reactants [C:1]([CH2:3][N:4]1[CH:8]=[C:7]([CH2:9][N:10]([C@@H:28]([CH:30]2[CH2:33][CH2:32][CH2:31]2)[CH3:29])C(=O)OCC2C3C=CC=CC=3C3C2=CC=CC=3)[N:6]=[N:5]1)#[N:2].N1CCCCC1, predict the reaction product. The product is: [CH:30]1([C@H:28]([NH:10][CH2:9][C:7]2[N:6]=[N:5][N:4]([CH2:3][C:1]#[N:2])[CH:8]=2)[CH3:29])[CH2:31][CH2:32][CH2:33]1. (2) The product is: [Cl:3][C:4]1[CH:5]=[C:6]([CH:24]=[CH:25][C:26]=1[Cl:27])[CH2:7][CH:8]1[C:17]2[CH:16]=[C:15]([O:18][CH2:29][CH2:30][NH:31][C:32](=[O:38])[O:33][C:34]([CH3:37])([CH3:36])[CH3:35])[CH:14]=[CH:13][C:12]=2[CH2:11][CH2:10][CH:9]1[N:19]1[CH2:20][CH2:21][CH2:22][CH2:23]1. Given the reactants [H-].[Na+].[Cl:3][C:4]1[CH:5]=[C:6]([CH:24]=[CH:25][C:26]=1[Cl:27])[CH2:7][CH:8]1[C:17]2[CH:16]=[C:15]([OH:18])[CH:14]=[CH:13][C:12]=2[CH2:11][CH2:10][CH:9]1[N:19]1[CH2:23][CH2:22][CH2:21][CH2:20]1.Br[CH2:29][CH2:30][NH:31][C:32](=[O:38])[O:33][C:34]([CH3:37])([CH3:36])[CH3:35].O, predict the reaction product. (3) Given the reactants [C:1]([C:3]1[CH:4]=[C:5]2[C:10](=[CH:11][C:12]=1[O:13][CH2:14][CH2:15][CH2:16][C:17]([O:19]C)=[O:18])[N:9]=[CH:8][CH:7]=[C:6]2[O:21][C:22]1[CH:27]=[CH:26][C:25]([NH:28][C:29]([NH:31][C:32]2[CH:37]=[CH:36][C:35]([O:38][CH3:39])=[CH:34][CH:33]=2)=[O:30])=[CH:24][CH:23]=1)#[N:2].[OH-].[Na+], predict the reaction product. The product is: [C:1]([C:3]1[CH:4]=[C:5]2[C:10](=[CH:11][C:12]=1[O:13][CH2:14][CH2:15][CH2:16][C:17]([OH:19])=[O:18])[N:9]=[CH:8][CH:7]=[C:6]2[O:21][C:22]1[CH:23]=[CH:24][C:25]([NH:28][C:29]([NH:31][C:32]2[CH:37]=[CH:36][C:35]([O:38][CH3:39])=[CH:34][CH:33]=2)=[O:30])=[CH:26][CH:27]=1)#[N:2]. (4) The product is: [F:13][C:14]([F:25])([F:24])[C:15]1[CH:20]=[CH:19][C:18]([C:2]2[CH:11]=[N:10][C:9]3[NH:8][C:7](=[O:12])[CH2:6][O:5][C:4]=3[CH:3]=2)=[CH:17][CH:16]=1. Given the reactants Br[C:2]1[CH:11]=[N:10][C:9]2[NH:8][C:7](=[O:12])[CH2:6][O:5][C:4]=2[CH:3]=1.[F:13][C:14]([F:25])([F:24])[C:15]1[CH:20]=[CH:19][C:18](B(O)O)=[CH:17][CH:16]=1.C(=O)([O-])[O-].[K+].[K+], predict the reaction product. (5) Given the reactants I[C:2]1[CH:7]=[CH:6][CH:5]=[CH:4][CH:3]=1.[Cl:8][C:9]1[CH:14]=[CH:13][C:12](B(O)O)=[CH:11][CH:10]=1.C(=O)([O-])[O-].[K+].[K+], predict the reaction product. The product is: [Cl:8][C:9]1[CH:14]=[CH:13][C:12]([C:2]2[CH:7]=[CH:6][CH:5]=[CH:4][CH:3]=2)=[CH:11][CH:10]=1. (6) Given the reactants [CH3:1][O:2][C:3]1[CH:8]=[CH:7][C:6]([CH3:9])=[CH:5][C:4]=1[NH:10][C:11]([NH:13][C:14]1[CH:19]=[CH:18][C:17]([N:20]2[CH2:25][CH2:24][NH:23][CH2:22][CH2:21]2)=[CH:16][CH:15]=1)=[O:12].Cl[C:27]1[N:32]=[CH:31][CH:30]=[CH:29][N:28]=1, predict the reaction product. The product is: [CH3:1][O:2][C:3]1[CH:8]=[CH:7][C:6]([CH3:9])=[CH:5][C:4]=1[NH:10][C:11]([NH:13][C:14]1[CH:19]=[CH:18][C:17]([N:20]2[CH2:21][CH2:22][N:23]([C:27]3[N:32]=[CH:31][CH:30]=[CH:29][N:28]=3)[CH2:24][CH2:25]2)=[CH:16][CH:15]=1)=[O:12]. (7) Given the reactants [OH:1][C@H:2]1[CH2:6][N:5](C(OC(C)(C)C)=O)[C@H:4]([C:14](=[O:29])[NH:15][CH2:16][C:17]2[CH:22]=[CH:21][C:20]([C:23]3[S:27][CH:26]=[N:25][C:24]=3[CH3:28])=[CH:19][CH:18]=2)[CH2:3]1.[ClH:30], predict the reaction product. The product is: [ClH:30].[OH:1][C@H:2]1[CH2:6][NH:5][C@H:4]([C:14]([NH:15][CH2:16][C:17]2[CH:18]=[CH:19][C:20]([C:23]3[S:27][CH:26]=[N:25][C:24]=3[CH3:28])=[CH:21][CH:22]=2)=[O:29])[CH2:3]1. (8) Given the reactants [NH2:1][C@H:2]1[CH2:7][CH2:6][CH2:5][CH2:4][C@H:3]1[NH:8][C:9]1[N:10]=[N:11][C:12]([C:29]([NH2:31])=[O:30])=[C:13]([NH:15][C:16]2[CH:24]=[CH:23][CH:22]=[C:21]3[C:17]=2[CH:18]=[CH:19][N:20]3[CH2:25][CH2:26][O:27][CH3:28])[N:14]=1.[C:32](OC(=O)N[C@H]1CCCCC[C@H]1N)(C)(C)C.C(OC(=O)N[C@H]1CCCC[C@H]1N)(C)(C)C, predict the reaction product. The product is: [NH2:1][C@H:2]1[CH2:7][CH2:6][CH2:32][CH2:5][CH2:4][C@H:3]1[NH:8][C:9]1[N:10]=[N:11][C:12]([C:29]([NH2:31])=[O:30])=[C:13]([NH:15][C:16]2[CH:24]=[CH:23][CH:22]=[C:21]3[C:17]=2[CH:18]=[CH:19][N:20]3[CH2:25][CH2:26][O:27][CH3:28])[N:14]=1. (9) Given the reactants [F:1][C:2]([F:17])([F:16])[C:3]1[CH:4]=[C:5]([C:9]2[O:13][C:12]([CH2:14][OH:15])=[CH:11][CH:10]=2)[CH:6]=[CH:7][CH:8]=1.CC(OI1(OC(C)=O)(OC(C)=O)OC(=O)C2C=CC=CC1=2)=O.O, predict the reaction product. The product is: [F:16][C:2]([F:1])([F:17])[C:3]1[CH:4]=[C:5]([C:9]2[O:13][C:12]([CH:14]=[O:15])=[CH:11][CH:10]=2)[CH:6]=[CH:7][CH:8]=1. (10) The product is: [CH:13]12[NH:8][CH:9]([CH2:15][CH2:14]1)[CH2:10][CH:11]([N:16]1[C:20]3[CH:21]=[CH:22][CH:23]=[C:24]([F:25])[C:19]=3[N:18]=[C:17]1[CH:26]1[CH2:28][CH2:27]1)[CH2:12]2. Given the reactants C([N:8]1[CH:13]2[CH2:14][CH2:15][CH:9]1[CH2:10][CH:11]([N:16]1[C:20]3[CH:21]=[CH:22][CH:23]=[C:24]([F:25])[C:19]=3[N:18]=[C:17]1[CH:26]1[CH2:28][CH2:27]1)[CH2:12]2)C1C=CC=CC=1, predict the reaction product.